From a dataset of Forward reaction prediction with 1.9M reactions from USPTO patents (1976-2016). Predict the product of the given reaction. (1) The product is: [CH:3]12[NH:2][CH:6]([CH:5](/[CH:17]=[CH:18]/[C:19]3[O:20][N:12]=[CH:13][CH:21]=3)[CH2:4]1)[CH2:7][CH2:8][CH2:10]2.[CH:13]12[NH:12][CH:17]([CH:15](/[CH:16]=[CH:40]\[C:41]3[O:45][N:44]=[CH:43][CH:42]=3)[CH2:14]1)[CH2:18][CH2:19][CH2:21]2. Given the reactants C[N:2]1[CH:6]2[CH2:7][C:8]([CH2:10][CH:3]1[CH2:4][CH2:5]2)=O.C[N:12]1[CH:17]2[CH2:18][C:19]([CH2:21][CH:13]1[CH2:14][CH2:15][CH2:16]2)=[O:20].[H-].C([Al+]CC(C)C)C(C)C.C(OP([CH2:40][C:41]1[O:45][N:44]=[CH:43][CH:42]=1)(=O)OCC)C, predict the reaction product. (2) Given the reactants [O:1]1[CH:5]=[CH:4][CH:3]=[C:2]1[C:6]#[C:7][C:8]#[C:9][CH2:10][CH2:11][CH2:12][CH2:13][CH2:14][CH2:15][CH2:16][CH2:17][CH2:18][C:19]([OH:21])=[O:20].[OH-].[K+:23], predict the reaction product. The product is: [O:1]1[CH:5]=[CH:4][CH:3]=[C:2]1[C:6]#[C:7][C:8]#[C:9][CH2:10][CH2:11][CH2:12][CH2:13][CH2:14][CH2:15][CH2:16][CH2:17][CH2:18][C:19]([O-:21])=[O:20].[K+:23]. (3) Given the reactants C(OC([N:8]1[CH2:13][CH2:12][N:11]([CH2:14][C:15]2([CH3:26])[O:19][C:18]3=[N:20][C:21]([N+:23]([O-:25])=[O:24])=[CH:22][N:17]3[CH2:16]2)[CH2:10][CH2:9]1)=O)(C)(C)C.Cl[C:28]1[O:29][C:30]2[CH:36]=[CH:35][CH:34]=[CH:33][C:31]=2[N:32]=1.C(N(CC)CC)C.O, predict the reaction product. The product is: [CH3:26][C:15]1([CH2:14][N:11]2[CH2:10][CH2:9][N:8]([C:28]3[O:29][C:30]4[CH:36]=[CH:35][CH:34]=[CH:33][C:31]=4[N:32]=3)[CH2:13][CH2:12]2)[O:19][C:18]2=[N:20][C:21]([N+:23]([O-:25])=[O:24])=[CH:22][N:17]2[CH2:16]1. (4) Given the reactants CCN(C(C)C)C(C)C.FC(F)(F)S(O[C:16]1[CH:17]=[CH:18][C:19]2[O:23][C:22]([C:24]3[CH:29]=[CH:28][C:27]([F:30])=[CH:26][CH:25]=3)=[C:21]([C:31](=[O:34])[NH:32][CH3:33])[C:20]=2[CH:35]=1)(=O)=O.[CH3:38][C:39]1[O:43][C:42]([C:44]2[CH:45]=[C:46](B(O)O)[CH:47]=[CH:48][CH:49]=2)=[N:41][N:40]=1.O1CCOCC1, predict the reaction product. The product is: [F:30][C:27]1[CH:26]=[CH:25][C:24]([C:22]2[O:23][C:19]3[CH:18]=[CH:17][C:16]([C:46]4[CH:47]=[CH:48][CH:49]=[C:44]([C:42]5[O:43][C:39]([CH3:38])=[N:40][N:41]=5)[CH:45]=4)=[CH:35][C:20]=3[C:21]=2[C:31]([NH:32][CH3:33])=[O:34])=[CH:29][CH:28]=1. (5) The product is: [Br:1][C:2]1[CH:3]=[C:4]2[C:9](=[CH:10][CH:11]=1)[C:8]([O:12][S:13]([C:16]([F:19])([F:17])[F:18])(=[O:15])=[O:14])=[C:7]([C:20](=[O:26])[C:21]([O:23][CH2:24][CH3:25])=[O:22])[C:6]([CH3:27])=[CH:5]2. Given the reactants [Br:1][C:2]1[CH:3]=[C:4]2[C:9](=[CH:10][CH:11]=1)[C:8]([O:12][S:13]([C:16]([F:19])([F:18])[F:17])(=[O:15])=[O:14])=[C:7]([CH:20]([OH:26])[C:21]([O:23][CH2:24][CH3:25])=[O:22])[C:6]([CH3:27])=[CH:5]2.CC(OI1(OC(C)=O)(OC(C)=O)OC(=O)C2C=CC=CC1=2)=O, predict the reaction product. (6) Given the reactants [C:1]([O:5][C:6]([N:8]1[CH2:13][CH2:12][N:11]([CH:14]=O)[CH:10](C([O-])=O)[CH2:9]1)=[O:7])([CH3:4])([CH3:3])[CH3:2].[Na+].C1(C)C=CC(S(Cl)(=O)=O)=CC=1.Cl[C:32](=[CH2:35])[C:33]#[N:34].C(N(CC)CC)C, predict the reaction product. The product is: [C:33]([C:32]1[CH:35]=[CH:14][N:11]2[CH2:12][CH2:13][N:8]([C:6]([O:5][C:1]([CH3:4])([CH3:3])[CH3:2])=[O:7])[CH2:9][C:10]=12)#[N:34].